From a dataset of Reaction yield outcomes from USPTO patents with 853,638 reactions. Predict the reaction yield, written as a fraction of the theoretical maximum amount of product (1.0 means a 100% yield; for example, 0.34 means a 34% yield). The reactants are [C:1]([O:7][CH2:8][N:9]1[C:13]2[N:14]=[N:15][CH:16]=[C:17]([C:18]3[CH:19]=[N:20][NH:21][CH:22]=3)[C:12]=2[CH:11]=[CH:10]1)(=[O:6])[C:2]([CH3:5])([CH3:4])[CH3:3].[CH2:23]1[CH2:33][CH2:32][N:31]2[C:26](=NCCC2)[CH2:25][CH2:24]1. The catalyst is C(#N)C. The product is [C:1]([O:7][CH2:8][N:9]1[C:13]2[N:14]=[N:15][CH:16]=[C:17]([C:18]3[CH:19]=[N:20][N:21]([C:24]4([CH2:25][C:26]#[N:31])[CH2:23][CH2:33][CH2:32]4)[CH:22]=3)[C:12]=2[CH:11]=[CH:10]1)(=[O:6])[C:2]([CH3:5])([CH3:4])[CH3:3]. The yield is 0.990.